This data is from Forward reaction prediction with 1.9M reactions from USPTO patents (1976-2016). The task is: Predict the product of the given reaction. (1) Given the reactants [Cl:1][C:2]1[CH:3]=[C:4]([NH:16][C:17]2[C:26]3[C:21](=[CH:22][C:23]([O:38][CH2:39][CH3:40])=[C:24]([NH:27][C:28](=[O:37])/[CH:29]=[CH:30]/[C@H:31]4[CH2:35][CH2:34][CH2:33][N:32]4[CH3:36])[CH:25]=3)[N:20]=[CH:19][C:18]=2[C:41]#[N:42])[CH:5]=[CH:6][C:7]=1[O:8][CH2:9][C:10]1[CH:15]=[CH:14][CH:13]=[CH:12][N:11]=1.[C:43]([OH:50])(=[O:49])[CH2:44][CH2:45][C:46]([OH:48])=[O:47], predict the reaction product. The product is: [C:43]([OH:50])(=[O:49])[CH2:44][CH2:45][C:46]([OH:48])=[O:47].[Cl:1][C:2]1[CH:3]=[C:4]([NH:16][C:17]2[C:26]3[C:21](=[CH:22][C:23]([O:38][CH2:39][CH3:40])=[C:24]([NH:27][C:28](=[O:37])/[CH:29]=[CH:30]/[C@H:31]4[CH2:35][CH2:34][CH2:33][N:32]4[CH3:36])[CH:25]=3)[N:20]=[CH:19][C:18]=2[C:41]#[N:42])[CH:5]=[CH:6][C:7]=1[O:8][CH2:9][C:10]1[CH:15]=[CH:14][CH:13]=[CH:12][N:11]=1. (2) Given the reactants [Cl:1][C:2]1[CH:19]=[CH:18][C:5]2[N:6]([CH:11]3[CH2:16][CH2:15][NH:14][C:13](=[O:17])[CH2:12]3)[C:7]([CH2:9]Cl)=[N:8][C:4]=2[CH:3]=1.CSC1C2C(=CN=CC=2)NN=1.[CH3:31][S:32]([C:35]1[C:43]2[C:38](=[CH:39][N:40]=[CH:41][CH:42]=2)[NH:37][N:36]=1)(=[O:34])=[O:33], predict the reaction product. The product is: [Cl:1][C:2]1[CH:19]=[CH:18][C:5]2[N:6]([CH:11]3[CH2:16][CH2:15][NH:14][C:13](=[O:17])[CH2:12]3)[C:7]([CH2:9][N:37]3[C:38]4=[CH:39][N:40]=[CH:41][CH:42]=[C:43]4[C:35]([S:32]([CH3:31])(=[O:33])=[O:34])=[N:36]3)=[N:8][C:4]=2[CH:3]=1. (3) The product is: [ClH:1].[ClH:1].[CH3:58][O:57][C:49]1[CH:48]=[C:47]([C:44]2[CH:45]=[CH:46][C:41]([C:40]([N:37]3[CH2:38][CH2:39][N:34]([CH2:33][CH:30]4[CH2:31][CH2:32][CH:27]([CH2:26][N:23]5[CH2:22][CH2:21][N:20]([C:18](=[O:19])[C:17]6[CH:60]=[CH:61][C:14]([C:6]7[CH:5]=[C:4]([O:3][CH3:2])[C:9]([O:10][CH3:11])=[C:8]([O:12][CH3:13])[CH:7]=7)=[CH:15][CH:16]=6)[CH2:25][CH2:24]5)[CH2:28][CH2:29]4)[CH2:35][CH2:36]3)=[O:59])=[CH:42][CH:43]=2)[CH:52]=[C:51]([O:53][CH3:54])[C:50]=1[O:55][CH3:56]. Given the reactants [ClH:1].[CH3:2][O:3][C:4]1[CH:5]=[C:6]([C:14]2[CH:61]=[CH:60][C:17]([C:18]([N:20]3[CH2:25][CH2:24][N:23]([CH2:26][CH:27]4[CH2:32][CH2:31][CH:30]([CH2:33][N:34]5[CH2:39][CH2:38][N:37]([C:40](=[O:59])[C:41]6[CH:46]=[CH:45][C:44]([C:47]7[CH:52]=[C:51]([O:53][CH3:54])[C:50]([O:55][CH3:56])=[C:49]([O:57][CH3:58])[CH:48]=7)=[CH:43][CH:42]=6)[CH2:36][CH2:35]5)[CH2:29][CH2:28]4)[CH2:22][CH2:21]3)=[O:19])=[CH:16][CH:15]=2)[CH:7]=[C:8]([O:12][CH3:13])[C:9]=1[O:10][CH3:11], predict the reaction product. (4) Given the reactants [C:1]([O:5][C:6]([NH:8][CH:9]1[CH2:11][CH:10]1[C:12]1[CH:13]=[C:14]([CH:18]=[CH:19][CH:20]=1)[C:15]([OH:17])=O)=[O:7])([CH3:4])([CH3:3])[CH3:2].F[P-](F)(F)(F)(F)F.N1(OC(N(C)C)=[N+](C)C)C2N=CC=CC=2N=N1.[CH3:45][N:46]1[CH:50]=[C:49]([NH2:51])[CH:48]=[N:47]1.C(N(CC)CC)C, predict the reaction product. The product is: [CH3:45][N:46]1[CH:50]=[C:49]([NH:51][C:15]([C:14]2[CH:13]=[C:12]([C@@H:10]3[CH2:11][C@H:9]3[NH:8][C:6](=[O:7])[O:5][C:1]([CH3:2])([CH3:3])[CH3:4])[CH:20]=[CH:19][CH:18]=2)=[O:17])[CH:48]=[N:47]1. (5) Given the reactants ClC([O:4][C:5]1C=CC=CC=1)=O.[CH3:11][C:12]1([CH3:34])[CH2:21][C:20]2[C:15](=[C:16]3[CH2:25][C:24]([CH3:27])([CH3:26])[O:23][C:17]3=[C:18]([NH2:22])[CH:19]=2)[C:14]([C:28]2[CH:33]=[CH:32][CH:31]=[CH:30][CH:29]=2)=[N:13]1.[CH2:35]([N:37](CC)CC)C.Cl.CN, predict the reaction product. The product is: [CH3:35][NH:37][C:5]([NH:22][C:18]1[CH:19]=[C:20]2[C:15](=[C:16]3[CH2:25][C:24]([CH3:26])([CH3:27])[O:23][C:17]=13)[C:14]([C:28]1[CH:29]=[CH:30][CH:31]=[CH:32][CH:33]=1)=[N:13][C:12]([CH3:34])([CH3:11])[CH2:21]2)=[O:4]. (6) The product is: [Cl:1][C:2]1[C:3]([NH:26][C:27]2[CH:32]=[CH:31][CH:30]=[CH:29][C:28]=2[S:33]([CH:36]([CH3:38])[CH3:37])(=[O:34])=[O:35])=[N:4][C:5]([NH:8][C:9]2[C:10]([O:22][CH:23]([CH3:25])[CH3:24])=[CH:11][C:12]([CH3:21])=[C:13]([C:15](=[O:16])[CH3:20])[CH:14]=2)=[N:6][CH:7]=1. Given the reactants [Cl:1][C:2]1[C:3]([NH:26][C:27]2[CH:32]=[CH:31][CH:30]=[CH:29][C:28]=2[S:33]([CH:36]([CH3:38])[CH3:37])(=[O:35])=[O:34])=[N:4][C:5]([NH:8][C:9]2[CH:14]=[C:13]([C:15]3([CH3:20])OCC[O:16]3)[C:12]([CH3:21])=[CH:11][C:10]=2[O:22][CH:23]([CH3:25])[CH3:24])=[N:6][CH:7]=1.Cl, predict the reaction product. (7) The product is: [Br:26][C:24]1[CH:25]=[C:20]([NH:1][C:2]2[CH:3]=[C:4]3[C:9](=[CH:10][CH:11]=2)[CH2:8][N:7]([C:12]([O:14][C:15]([CH3:18])([CH3:17])[CH3:16])=[O:13])[CH2:6][CH2:5]3)[C:21](=[O:28])[N:22]([CH3:27])[CH:23]=1. Given the reactants [NH2:1][C:2]1[CH:3]=[C:4]2[C:9](=[CH:10][CH:11]=1)[CH2:8][N:7]([C:12]([O:14][C:15]([CH3:18])([CH3:17])[CH3:16])=[O:13])[CH2:6][CH2:5]2.Br[C:20]1[C:21](=[O:28])[N:22]([CH3:27])[CH:23]=[C:24]([Br:26])[CH:25]=1.C(=O)([O-])[O-].[Cs+].[Cs+].CC1(C)C2C(=C(P(C3C=CC=CC=3)C3C=CC=CC=3)C=CC=2)OC2C(P(C3C=CC=CC=3)C3C=CC=CC=3)=CC=CC1=2, predict the reaction product. (8) Given the reactants [CH3:1][O:2][C:3]1[CH:4]=[C:5]2[C:10](=[CH:11][C:12]=1[O:13][CH3:14])[N:9]=[CH:8][CH:7]=[C:6]2[O:15][C:16]1[CH:22]=[CH:21][C:19]([NH2:20])=[C:18]([CH3:23])[C:17]=1[CH3:24].Cl[C:26](Cl)([O:28][C:29](=[O:35])OC(Cl)(Cl)Cl)Cl.[C:37]([C:41]1[CH:46]=[CH:45]C(O)=[CH:43][CH:42]=1)([CH3:40])([CH3:39])[CH3:38].C(=O)(O)[O-].[Na+], predict the reaction product. The product is: [CH3:1][O:2][C:3]1[CH:4]=[C:5]2[C:10](=[CH:11][C:12]=1[O:13][CH3:14])[N:9]=[CH:8][CH:7]=[C:6]2[O:15][C:16]1[CH:22]=[CH:21][C:19]([NH:20][C:29](=[O:35])[O:28][C:26]2[CH:45]=[CH:46][C:41]([C:37]([CH3:40])([CH3:39])[CH3:38])=[CH:42][CH:43]=2)=[C:18]([CH3:23])[C:17]=1[CH3:24].